Dataset: Catalyst prediction with 721,799 reactions and 888 catalyst types from USPTO. Task: Predict which catalyst facilitates the given reaction. The catalyst class is: 10. Reactant: [NH:1]1[CH2:6][CH2:5][CH2:4][CH2:3][CH2:2]1.CC1C=CC(S(O[CH2:18][C@@H:19]2[CH2:23][CH2:22][C:21](=[O:24])[NH:20]2)(=O)=O)=CC=1.C(=O)([O-])[O-].[K+].[K+]. Product: [N:1]1([CH2:18][C@H:19]2[NH:20][C:21](=[O:24])[CH2:22][CH2:23]2)[CH2:6][CH2:5][CH2:4][CH2:3][CH2:2]1.